Task: Regression. Given a peptide amino acid sequence and an MHC pseudo amino acid sequence, predict their binding affinity value. This is MHC class II binding data.. Dataset: Peptide-MHC class II binding affinity with 134,281 pairs from IEDB (1) The peptide sequence is SPLTASKLTYENVKM. The MHC is HLA-DQA10102-DQB10602 with pseudo-sequence HLA-DQA10102-DQB10602. The binding affinity (normalized) is 0.394. (2) The peptide sequence is GNQNFLTVFDSTSCN. The MHC is HLA-DQA10401-DQB10402 with pseudo-sequence HLA-DQA10401-DQB10402. The binding affinity (normalized) is 0.421. (3) The peptide sequence is SKLTYENVKMEDVGY. The MHC is HLA-DQA10102-DQB10602 with pseudo-sequence HLA-DQA10102-DQB10602. The binding affinity (normalized) is 0.453.